This data is from Full USPTO retrosynthesis dataset with 1.9M reactions from patents (1976-2016). The task is: Predict the reactants needed to synthesize the given product. (1) Given the product [Cl:7][C:8]1[CH:13]=[C:12]([F:14])[CH:11]=[C:10]([Cl:15])[C:9]=1[CH:16]([O:19][Si:20]([CH2:21][CH3:22])([CH2:25][CH3:26])[CH2:23][CH3:24])[CH2:17][NH:18][CH2:5][C:2]1([CH3:1])[CH2:3][CH2:4]1, predict the reactants needed to synthesize it. The reactants are: [CH3:1][C:2]1([CH:5]=O)[CH2:4][CH2:3]1.[Cl:7][C:8]1[CH:13]=[C:12]([F:14])[CH:11]=[C:10]([Cl:15])[C:9]=1[CH:16]([O:19][Si:20]([CH2:25][CH3:26])([CH2:23][CH3:24])[CH2:21][CH3:22])[CH2:17][NH2:18].[BH4-].[Na+]. (2) Given the product [NH2:8][C:16]1[CH:21]=[CH:20][C:19]([CH2:22][P:25](=[O:32])([O:29][CH2:30][CH3:31])[O:26][CH2:27][CH3:28])=[CH:18][C:17]=1[Br:24], predict the reactants needed to synthesize it. The reactants are: C(OC([N:8]([C:16]1[CH:21]=[CH:20][C:19]([CH2:22]Br)=[CH:18][C:17]=1[Br:24])C(OC(C)(C)C)=O)=O)(C)(C)C.[P:25]([O:32]CC)([O:29][CH2:30][CH3:31])[O:26][CH2:27][CH3:28].